Task: Predict which catalyst facilitates the given reaction.. Dataset: Catalyst prediction with 721,799 reactions and 888 catalyst types from USPTO (1) Reactant: [C:1]([O:11][CH3:12])(=[O:10])[CH:2]([C:4]1[CH:9]=[CH:8][CH:7]=[CH:6][CH:5]=1)[OH:3].[O:13]1[CH:18]=[CH:17][CH2:16][CH2:15][CH2:14]1.C1(C)C=CC(S(O)(=O)=O)=CC=1. Product: [C:4]1([CH:2]([O:3][CH:14]2[CH2:15][CH2:16][CH2:17][CH2:18][O:13]2)[C:1]([O:11][CH3:12])=[O:10])[CH:9]=[CH:8][CH:7]=[CH:6][CH:5]=1. The catalyst class is: 1. (2) Reactant: [C:1]1([C:7]2[N:11]=[C:10]([N:12]3[CH2:17][CH2:16][NH:15][CH2:14][CH2:13]3)[S:9][N:8]=2)[CH:6]=[CH:5][CH:4]=[CH:3][CH:2]=1.C(N(CC)CC)C.[CH3:25][O:26][C:27]1[CH:28]=[C:29]([N:33]=[C:34]=[O:35])[CH:30]=[CH:31][CH:32]=1. Product: [CH3:25][O:26][C:27]1[CH:28]=[C:29]([NH:33][C:34]([N:15]2[CH2:16][CH2:17][N:12]([C:10]3[S:9][N:8]=[C:7]([C:1]4[CH:2]=[CH:3][CH:4]=[CH:5][CH:6]=4)[N:11]=3)[CH2:13][CH2:14]2)=[O:35])[CH:30]=[CH:31][CH:32]=1. The catalyst class is: 7.